From a dataset of Forward reaction prediction with 1.9M reactions from USPTO patents (1976-2016). Predict the product of the given reaction. (1) Given the reactants [F:1][C:2]1[CH:3]=[C:4]([S:8]([C:11]2[S:15][C:14]([CH2:16][N:17](C)[C:18](=O)OC(C)(C)C)=[N:13][C:12]=2[C:26]2[C:27]([F:32])=[N:28][CH:29]=[CH:30][CH:31]=2)(=[O:10])=[O:9])[CH:5]=[CH:6][CH:7]=1.C(OCC)(=O)C.[ClH:39], predict the reaction product. The product is: [ClH:39].[F:1][C:2]1[CH:3]=[C:4]([S:8]([C:11]2[S:15][C:14]([CH2:16][NH:17][CH3:18])=[N:13][C:12]=2[C:26]2[C:27]([F:32])=[N:28][CH:29]=[CH:30][CH:31]=2)(=[O:9])=[O:10])[CH:5]=[CH:6][CH:7]=1. (2) Given the reactants [CH2:1]([O:3][C:4]([N:6]1[CH2:11][CH2:10][CH:9]([C:12]2[C:20]3[C:15](=[CH:16][C:17]([F:21])=[CH:18][CH:19]=3)[NH:14][CH:13]=2)[CH2:8][CH2:7]1)=[O:5])[CH3:2].Br[CH2:23][C:24]1[CH:28]=[CH:27][O:26][CH:25]=1, predict the reaction product. The product is: [CH2:1]([O:3][C:4]([N:6]1[CH2:11][CH2:10][CH:9]([C:12]2[C:20]3[C:15](=[CH:16][C:17]([F:21])=[CH:18][CH:19]=3)[N:14]([CH2:23][C:24]3[CH:28]=[CH:27][O:26][CH:25]=3)[CH:13]=2)[CH2:8][CH2:7]1)=[O:5])[CH3:2]. (3) Given the reactants [CH:1]1([C:4]2[C:5]([N:13]3[CH2:18][CH2:17][N:16]([C:19]([C:21]4[CH:26]=[CH:25][C:24](I)=[CH:23][CH:22]=4)=[O:20])[CH2:15][CH2:14]3)=[N:6][CH:7]=[C:8]([CH:10]3[CH2:12][CH2:11]3)[CH:9]=2)[CH2:3][CH2:2]1.[CH3:28][C:29]1([CH3:35])[O:33][C:32](=[O:34])[N:31]=[CH:30]1, predict the reaction product. The product is: [CH:1]1([C:4]2[C:5]([N:13]3[CH2:18][CH2:17][N:16]([C:19]([C:21]4[CH:26]=[CH:25][C:24]([N:31]5[CH2:30][C:29]([CH3:35])([CH3:28])[O:33][C:32]5=[O:34])=[CH:23][CH:22]=4)=[O:20])[CH2:15][CH2:14]3)=[N:6][CH:7]=[C:8]([CH:10]3[CH2:12][CH2:11]3)[CH:9]=2)[CH2:3][CH2:2]1. (4) Given the reactants FC(F)(F)S(O[C:7]1[CH:12]=[CH:11][C:10]([N:13]([CH3:32])[CH2:14][CH2:15][N:16]([C:18]2[CH:19]=[CH:20][C:21](OS(C(F)(F)F)(=O)=O)=[N:22][CH:23]=2)[CH3:17])=[CH:9][N:8]=1)(=O)=O.[CH3:35][O:36][C:37]1[CH:42]=[C:41]([O:43][CH3:44])[CH:40]=[CH:39][C:38]=1B(O)O.[C:48](=[O:51])([O-])[O-].[Na+].[Na+], predict the reaction product. The product is: [CH3:35][O:36][C:37]1[CH:42]=[C:41]([O:43][CH3:44])[CH:40]=[CH:39][C:38]=1[C:7]1[CH:12]=[CH:11][C:10]([N:13]([CH3:32])[CH2:14][CH2:15][N:16]([C:18]2[CH:19]=[CH:20][C:21]([C:40]3[CH:41]=[CH:42][C:37]([O:36][CH3:35])=[CH:38][C:39]=3[O:51][CH3:48])=[N:22][CH:23]=2)[CH3:17])=[CH:9][N:8]=1. (5) Given the reactants [NH2:1][C@H:2]1[CH2:7][CH2:6][N:5]([C:8]([O:10][C:11]([CH3:14])([CH3:13])[CH3:12])=[O:9])[CH2:4][C@H:3]1[Cl:15].[Cl:16][C:17]1[N:18]=[C:19]([C:24](O)=[O:25])[NH:20][C:21]=1[CH2:22][CH3:23].O.ON1C2C=CC=CC=2N=N1.CCN=C=NCCCN(C)C.Cl.C(N(CC)CC)C, predict the reaction product. The product is: [Cl:15][C@H:3]1[C@@H:2]([NH:1][C:24]([C:19]2[NH:20][C:21]([CH2:22][CH3:23])=[C:17]([Cl:16])[N:18]=2)=[O:25])[CH2:7][CH2:6][N:5]([C:8]([O:10][C:11]([CH3:12])([CH3:14])[CH3:13])=[O:9])[CH2:4]1.